From a dataset of Catalyst prediction with 721,799 reactions and 888 catalyst types from USPTO. Predict which catalyst facilitates the given reaction. (1) Reactant: Cl.[Cl:2][C:3]1[C:11]2[C:6](=[CH:7][CH:8]=[CH:9][CH:10]=2)[N:5]([C:12]2[CH:17]=[CH:16][CH:15]=[C:14]([F:18])[CH:13]=2)[C:4]=1[CH:19]([NH:21]C(=O)OC(C)(C)C)[CH3:20]. Product: [Cl:2][C:3]1[C:11]2[C:6](=[CH:7][CH:8]=[CH:9][CH:10]=2)[N:5]([C:12]2[CH:17]=[CH:16][CH:15]=[C:14]([F:18])[CH:13]=2)[C:4]=1[CH:19]([NH2:21])[CH3:20]. The catalyst class is: 225. (2) Reactant: Cl.N1([C:14](=[O:15])[C:13]2[N:11](C)C=N[C:8]=2N(C)C1=O)C.[CH:16]1(C)[CH2:21][CH2:20][CH:19](C(C)C)[CH:18]([OH:25])[CH2:17]1. Product: [CH:18]([O:25][C:14](=[O:15])[C@H:13]([CH2:8][C:21]1[CH:16]=[CH:17][C:18]([OH:25])=[CH:19][CH:20]=1)[NH2:11])([CH3:19])[CH3:17]. The catalyst class is: 6. (3) Reactant: [Na].C(O[C:5](=[O:23])[CH:6]([C:17]1[CH:22]=[CH:21][CH:20]=[CH:19][CH:18]=1)[CH2:7][NH:8][C:9](=[O:16])[CH2:10][C:11]([O:13][CH2:14][CH3:15])=[O:12])C. Product: [O:16]=[C:9]1[CH:10]([C:11]([O:13][CH2:14][CH3:15])=[O:12])[C:5](=[O:23])[CH:6]([C:17]2[CH:18]=[CH:19][CH:20]=[CH:21][CH:22]=2)[CH2:7][NH:8]1. The catalyst class is: 548. (4) Reactant: [C:1]([N:8]1[CH2:12][C@@H:11]([F:13])[CH2:10][C@H:9]1[C:14]([OH:16])=O)([O:3][C:4]([CH3:7])([CH3:6])[CH3:5])=[O:2].[F-].[Na+].[F:19]C1(F)N(C)CCN1C. Product: [C:1]([N:8]1[CH2:12][C@@H:11]([F:13])[CH2:10][C@H:9]1[C:14]([F:19])=[O:16])([O:3][C:4]([CH3:7])([CH3:6])[CH3:5])=[O:2]. The catalyst class is: 4. (5) Reactant: [N+:1]([C:4]1[CH:9]=[C:8]([C:10]([F:13])([F:12])[F:11])[CH:7]=[CH:6][C:5]=1[N:14]1[CH2:19][CH2:18][N:17]([C:20]([O:22][C:23]([CH3:26])([CH3:25])[CH3:24])=[O:21])[CH2:16][CH2:15]1)([O-])=O. Product: [NH2:1][C:4]1[CH:9]=[C:8]([C:10]([F:12])([F:13])[F:11])[CH:7]=[CH:6][C:5]=1[N:14]1[CH2:15][CH2:16][N:17]([C:20]([O:22][C:23]([CH3:26])([CH3:25])[CH3:24])=[O:21])[CH2:18][CH2:19]1. The catalyst class is: 5. (6) Reactant: CO.[F:3][C:4]1[CH:29]=[CH:28][C:7]([NH:8][C:9]2[CH:18]=[C:17]([CH:19]=[CH:20][CH2:21][C:22]3[CH:27]=[CH:26][CH:25]=[CH:24][CH:23]=3)[CH:16]=[CH:15][C:10]=2[C:11]([O:13][CH3:14])=[O:12])=[CH:6][CH:5]=1. Product: [F:3][C:4]1[CH:5]=[CH:6][C:7]([NH:8][C:9]2[CH:18]=[C:17]([CH2:19][CH2:20][CH2:21][C:22]3[CH:27]=[CH:26][CH:25]=[CH:24][CH:23]=3)[CH:16]=[CH:15][C:10]=2[C:11]([O:13][CH3:14])=[O:12])=[CH:28][CH:29]=1. The catalyst class is: 849. (7) Reactant: [CH3:1][N:2]([CH3:31])[C:3]([C:5]1[CH:10]=[CH:9][C:8]([NH:11][C:12]2[N:17]=[CH:16][N:15]=[C:14]([N:18]3[CH2:23][CH2:22][CH:21]([C:24]([O:26]CC)=[O:25])[CH2:20][CH2:19]3)[C:13]=2[F:29])=[C:7]([F:30])[CH:6]=1)=[O:4].C(N(CC)CC)C.CC#N.[Br-].[Li+]. Product: [CH3:1][N:2]([CH3:31])[C:3]([C:5]1[CH:10]=[CH:9][C:8]([NH:11][C:12]2[N:17]=[CH:16][N:15]=[C:14]([N:18]3[CH2:19][CH2:20][CH:21]([C:24]([OH:26])=[O:25])[CH2:22][CH2:23]3)[C:13]=2[F:29])=[C:7]([F:30])[CH:6]=1)=[O:4]. The catalyst class is: 6. (8) Reactant: [Cl:1][C:2]1[C:7]([Cl:8])=[CH:6][CH:5]=[CH:4][C:3]=1[NH:9][C:10](=O)[CH2:11][C:12]1[CH:13]=[N:14][CH:15]=[CH:16][CH:17]=1.COC1C=CC(P2(SP(C3C=CC(OC)=CC=3)(=S)S2)=[S:28])=CC=1.O. Product: [Cl:1][C:2]1[C:7]([Cl:8])=[CH:6][CH:5]=[CH:4][C:3]=1[NH:9][C:10](=[S:28])[CH2:11][C:12]1[CH:13]=[N:14][CH:15]=[CH:16][CH:17]=1. The catalyst class is: 11.